Predict the product of the given reaction. From a dataset of Forward reaction prediction with 1.9M reactions from USPTO patents (1976-2016). (1) Given the reactants [Cl:1][C:2]1[CH:9]=[C:8]([NH2:10])[CH:7]=[CH:6][C:3]=1[C:4]#[N:5].[C:11]([N:18]1[CH:22]=[CH:21]N=C1)(N1C=CN=C1)=[O:12], predict the reaction product. The product is: [Cl:1][C:2]1[CH:9]=[C:8]([NH:10][C:11]([NH:18][C:22]2[CH:21]=[CH:6][C:3]([C:4]#[N:5])=[C:2]([Cl:1])[CH:9]=2)=[O:12])[CH:7]=[CH:6][C:3]=1[C:4]#[N:5]. (2) Given the reactants [Cl:1][C:2]1[CH:3]=[C:4]([CH:8]=[CH:9][N:10]=1)[C:5]([OH:7])=O.[NH2:11][C:12]1[C:20]([CH3:21])=[C:19]2[C:15]([C:16]([CH3:25])([CH3:24])[C:17](=[O:23])[N:18]2[CH3:22])=[CH:14][CH:13]=1, predict the reaction product. The product is: [Cl:1][C:2]1[CH:3]=[C:4]([CH:8]=[CH:9][N:10]=1)[C:5]([NH:11][C:12]1[C:20]([CH3:21])=[C:19]2[C:15]([C:16]([CH3:25])([CH3:24])[C:17](=[O:23])[N:18]2[CH3:22])=[CH:14][CH:13]=1)=[O:7]. (3) Given the reactants C(SC1C=CC(C#N)=CC=1NN)C.[NH2:14][C:15]1[CH:23]=[CH:22][C:21]([C:24]([F:27])([F:26])[F:25])=[CH:20][C:16]=1[C:17]([OH:19])=O.NC1C([C:35]([NH:37][NH:38][C:39]2[CH:44]=[C:43]([C:45]#[N:46])[CH:42]=[CH:41][C:40]=2[S:47][CH2:48][CH3:49])=O)=CC(Br)=CN=1, predict the reaction product. The product is: [CH2:48]([S:47][C:40]1[CH:41]=[CH:42][C:43]([C:45]#[N:46])=[CH:44][C:39]=1[NH:38][N:37]1[C:17](=[O:19])[C:16]2[C:15](=[CH:23][CH:22]=[C:21]([C:24]([F:27])([F:26])[F:25])[CH:20]=2)[N:14]=[CH:35]1)[CH3:49].